This data is from Catalyst prediction with 721,799 reactions and 888 catalyst types from USPTO. The task is: Predict which catalyst facilitates the given reaction. (1) Reactant: [Cl:1][C:2]1[CH:7]=[CH:6][N:5]=[C:4]2[N:8](S(C3C=CC(C)=CC=3)(=O)=O)[C:9]([C:11]3[C:19]4[C:14](=[CH:15][C:16]([O:22][CH3:23])=[C:17]([O:20][CH3:21])[CH:18]=4)[N:13]([CH2:24][CH2:25][N:26]4[CH2:31][CH2:30][N:29]([CH3:32])[CH2:28][CH2:27]4)[CH:12]=3)=[CH:10][C:3]=12.[OH-].[K+].ClCCl.CO. Product: [Cl:1][C:2]1[CH:7]=[CH:6][N:5]=[C:4]2[NH:8][C:9]([C:11]3[C:19]4[C:14](=[CH:15][C:16]([O:22][CH3:23])=[C:17]([O:20][CH3:21])[CH:18]=4)[N:13]([CH2:24][CH2:25][N:26]4[CH2:31][CH2:30][N:29]([CH3:32])[CH2:28][CH2:27]4)[CH:12]=3)=[CH:10][C:3]=12. The catalyst class is: 5. (2) Reactant: [CH2:1]([NH:4][CH:5]1[CH2:14][CH2:13][C:8]2([O:12][CH2:11][CH2:10][O:9]2)[CH2:7][CH2:6]1)[CH2:2][CH3:3].[CH2:15]([O:22][C:23](Cl)=[O:24])[C:16]1[CH:21]=[CH:20][CH:19]=[CH:18][CH:17]=1. Product: [CH2:1]([N:4]([CH:5]1[CH2:6][CH2:7][C:8]2([O:12][CH2:11][CH2:10][O:9]2)[CH2:13][CH2:14]1)[C:23](=[O:24])[O:22][CH2:15][C:16]1[CH:21]=[CH:20][CH:19]=[CH:18][CH:17]=1)[CH2:2][CH3:3]. The catalyst class is: 1.